Predict the reactants needed to synthesize the given product. From a dataset of Full USPTO retrosynthesis dataset with 1.9M reactions from patents (1976-2016). Given the product [Cl:1][C:2]1[CH:3]=[C:4]2[N:10]([CH3:26])[C:9](=[O:11])[N:8]([C@@H:12]3[CH2:16][CH2:15][N:14]([C:17]([O:19][C:20]([CH3:23])([CH3:22])[CH3:21])=[O:18])[CH2:13]3)[C:5]2=[N:6][CH:7]=1, predict the reactants needed to synthesize it. The reactants are: [Cl:1][C:2]1[CH:3]=[C:4]2[NH:10][C:9](=[O:11])[N:8]([C@@H:12]3[CH2:16][CH2:15][N:14]([C:17]([O:19][C:20]([CH3:23])([CH3:22])[CH3:21])=[O:18])[CH2:13]3)[C:5]2=[N:6][CH:7]=1.[H-].[Na+].[CH3:26]I.